From a dataset of Experimentally validated miRNA-target interactions with 360,000+ pairs, plus equal number of negative samples. Binary Classification. Given a miRNA mature sequence and a target amino acid sequence, predict their likelihood of interaction. (1) The miRNA is hsa-miR-7848-3p with sequence CUACCCUCGGUCUGCUUACCACA. The protein sequence of the target gene is MNSHSYNGSVGRPLGSGPGALGRDPPDPEAGHPPQPPHSPGLQVVVAKSEPARPSPGSPRGQPQDQDDDEDDEEDEAGRQRASGKPSNVGHRLGHRRALFEKRKRLSDYALIFGMFGIVVMVTETELSWGVYTKESLYSFALKCLISLSTAILLGLVVLYHAREIQLFMVDNGADDWRIAMTCERVFLISLELAVCAIHPVPGHYRFTWTARLAFTYAPSVAEADVDVLLSIPMFLRLYLLGRVMLLHSKIFTDASSRSIGALNKITFNTRFVMKTLMTICPGTVLLVFSISSWIIAAWT.... Result: 1 (interaction). (2) The miRNA is hsa-miR-6807-5p with sequence GUGAGCCAGUGGAAUGGAGAGG. The protein sequence of the target gene is MQKSTNSDTSVETLNSTRQGTGAVQMRIKNANSHHDRLSQSKSMILTDVGKVTEPISRHRRNHSQHILKDVIPPLEQLMVEKEGYLQKAKIADGGKKLRKNWSTSWIVLSSRRIEFYKESKQQALSNMKTGHKPESVDLCGAHIEWAKEKSSRKNVFQITTVSGNEFLLQSDIDFIILDWFHAIKNAIDRLPKDSSCPSRNLELFKIQRSSSTELLSHYDSDIKEQKPEHRKSLMFRLHHSASDTSDKNRVKSRLKKFITRRPSLKTLQEKGLIKDQIFGSHLHKVCERENSTVPWFVKQ.... Result: 1 (interaction). (3) The miRNA is hsa-miR-8080 with sequence GAAGGACACUGGUGUCAACGGCU. The protein sequence of the target gene is MSNGYRTLSQHLNDLKKENFSLKLRIYFLEERMQQKYEASREDIYKRNIELKVEVESLKRELQDKKQHLDKTWADVENLNSQNEAELRRQFEERQQETEHVYELLENKIQLLQEESRLAKNEAARMAALVEAEKECNLELSEKLKGVTKNWEDVPGDQVKPDQYTEALAQRDKRIEELNQSLAAQERLVEQLSREKQQLLHLLEEPTSMEVQPMTEELLKQQKLNSHETTITQQSVSDSHLAELQEKIQQTEATNKILQEKLNEMSYELKCAQESSQKQDGTIQNLKETLKSRERETEEL.... Result: 0 (no interaction). (4) The miRNA is mmu-miR-466f-3p with sequence CAUACACACACACAUACACAC. The protein sequence of the target gene is MGKRAGGAAAAAAAASTSSAAGLEPAAGRGGGPRSAAAGLLGALHLVMTLVVAAARAEKEAFIQSESIIEVLRFDDGGLLQTETTLGLGSYQQKSISLYRGNCRPIRFEPPMLDFHEQPVGMPKMEKVYLHNPSSEETITLVSISATTSHFHASFFQNRKILPGGNTSFDVVFLARVVGNVENTLFINTSNHGVFTYQVFGVGVPNPYRLRPFLGARVPVNSSFSPIINIHNPHSEPLQVVEMYSSGGDLHLELPTGQQGGTRKLWEIPPYETKGVMRASFSSREADNHTAFIRIKTNAS.... Result: 0 (no interaction). (5) The miRNA is dre-miR-140-5p with sequence CAGUGGUUUUACCCUAUGGUAG. The protein sequence of the target gene is MAPAAWLRSAAARALLPPMLLLLLQPPPLLARALPPDAHHLHAERRGPQPWHAALPSSPAPAPATQEAPRPASSLRPPRCGVPDPSDGLSARNRQKRFVLSGGRWEKTDLTYRILRFPWQLVQEQVRQTMAEALKVWSDVTPLTFTEVHEGRADIMIDFARYWHGDDLPFDGPGGILAHAFFPKTHREGDVHFDYDETWTIGDDQGTDLLQVAAHEFGHVLGLQHTTAAKALMSAFYTFRYPLSLSPDDCRGVQHLYGQPWPTVTSRTPALGPQAGIDTNEIAPLEPDAPPDACEASFDA.... Result: 0 (no interaction).